This data is from NCI-60 drug combinations with 297,098 pairs across 59 cell lines. The task is: Regression. Given two drug SMILES strings and cell line genomic features, predict the synergy score measuring deviation from expected non-interaction effect. (1) Drug 1: CN1C(=O)N2C=NC(=C2N=N1)C(=O)N. Drug 2: CC(C)(C#N)C1=CC(=CC(=C1)CN2C=NC=N2)C(C)(C)C#N. Cell line: M14. Synergy scores: CSS=-2.04, Synergy_ZIP=-0.0428, Synergy_Bliss=-2.54, Synergy_Loewe=-3.84, Synergy_HSA=-3.23. (2) Drug 1: CC1=C(C=C(C=C1)C(=O)NC2=CC(=CC(=C2)C(F)(F)F)N3C=C(N=C3)C)NC4=NC=CC(=N4)C5=CN=CC=C5. Drug 2: CCC1=C2CN3C(=CC4=C(C3=O)COC(=O)C4(CC)O)C2=NC5=C1C=C(C=C5)O. Cell line: MCF7. Synergy scores: CSS=17.2, Synergy_ZIP=-3.77, Synergy_Bliss=-2.65, Synergy_Loewe=-60.4, Synergy_HSA=-2.19. (3) Drug 1: C(CN)CNCCSP(=O)(O)O. Cell line: CCRF-CEM. Synergy scores: CSS=11.5, Synergy_ZIP=-7.80, Synergy_Bliss=-10.3, Synergy_Loewe=1.01, Synergy_HSA=-1.48. Drug 2: C1C(C(OC1N2C=NC3=C2NC=NCC3O)CO)O. (4) Drug 1: CN(C)C1=NC(=NC(=N1)N(C)C)N(C)C. Drug 2: CC1C(C(=O)NC(C(=O)N2CCCC2C(=O)N(CC(=O)N(C(C(=O)O1)C(C)C)C)C)C(C)C)NC(=O)C3=C4C(=C(C=C3)C)OC5=C(C(=O)C(=C(C5=N4)C(=O)NC6C(OC(=O)C(N(C(=O)CN(C(=O)C7CCCN7C(=O)C(NC6=O)C(C)C)C)C)C(C)C)C)N)C. Cell line: IGROV1. Synergy scores: CSS=25.4, Synergy_ZIP=10.6, Synergy_Bliss=16.4, Synergy_Loewe=15.8, Synergy_HSA=15.8. (5) Drug 1: C1=NC2=C(N1)C(=S)N=C(N2)N. Drug 2: C1=CN(C(=O)N=C1N)C2C(C(C(O2)CO)O)O.Cl. Cell line: MDA-MB-435. Synergy scores: CSS=6.33, Synergy_ZIP=-8.93, Synergy_Bliss=-7.13, Synergy_Loewe=-8.89, Synergy_HSA=-6.60.